This data is from Reaction yield outcomes from USPTO patents with 853,638 reactions. The task is: Predict the reaction yield, written as a fraction of the theoretical maximum amount of product (1.0 means a 100% yield; for example, 0.34 means a 34% yield). (1) The yield is 0.790. The product is [F:42][C:23]1[CH:22]=[C:21]([C@H:17]2[O:18][CH2:19][CH2:20][NH:15][CH2:16]2)[CH:26]=[CH:25][C:24]=1[NH:27][C:28]([C:30]1[N:31]([CH3:41])[N:32]=[C:33]([C:35]2[CH:36]=[CH:37][CH:38]=[CH:39][CH:40]=2)[CH:34]=1)=[O:29]. The reactants are FC(F)(F)C(O)=O.C(OC([N:15]1[CH2:20][CH2:19][O:18][C@H:17]([C:21]2[CH:26]=[CH:25][C:24]([NH:27][C:28]([C:30]3[N:31]([CH3:41])[N:32]=[C:33]([C:35]4[CH:40]=[CH:39][CH:38]=[CH:37][CH:36]=4)[CH:34]=3)=[O:29])=[C:23]([F:42])[CH:22]=2)[CH2:16]1)=O)(C)(C)C.[OH-].[Na+]. The catalyst is O.C(#N)C. (2) The reactants are Br[C:2]1(Br)[C:10]2[C:5](=[N:6][CH:7]=[C:8]([Br:11])[CH:9]=2)[NH:4][C:3]1=[O:12]. The catalyst is CC(O)=O.[Zn]. The product is [Br:11][C:8]1[CH:9]=[C:10]2[CH2:2][C:3](=[O:12])[NH:4][C:5]2=[N:6][CH:7]=1. The yield is 0.360. (3) The reactants are [CH3:1][O:2][C:3]1[N:12]=[C:11]2[C:6]([CH2:7][CH2:8][C:9](=[O:18])[N:10]2[CH2:13][CH2:14][CH:15]2[CH2:17][O:16]2)=[CH:5][CH:4]=1.[NH:19]1[CH2:24][CH2:23][CH:22]([NH:25][C:26](=[O:32])[O:27][C:28]([CH3:31])([CH3:30])[CH3:29])[CH2:21][CH2:20]1. The catalyst is CN(C=O)C. The product is [OH:16][CH:15]([CH2:14][CH2:13][N:10]1[C:11]2[C:6](=[CH:5][CH:4]=[C:3]([O:2][CH3:1])[N:12]=2)[CH2:7][CH2:8][C:9]1=[O:18])[CH2:17][N:19]1[CH2:20][CH2:21][CH:22]([NH:25][C:26](=[O:32])[O:27][C:28]([CH3:30])([CH3:29])[CH3:31])[CH2:23][CH2:24]1. The yield is 0.530. (4) The reactants are [CH:1]([C@@H:4]1[CH2:8][C@@H:7]([CH:9]2[CH2:11][N@@:10]2[S:12]([C:15]2[CH:20]=[CH:19][CH:18]=[CH:17][C:16]=2[N+:21]([O-:23])=[O:22])(=[O:14])=[O:13])[O:6][C:5]1=[O:24])([CH3:3])[CH3:2].[CH3:25][C:26]1([CH3:41])[CH2:31][N:30]([C:32]2[CH:37]=[C:36]([F:38])[CH:35]=[CH:34][C:33]=2[CH3:39])[C:29](=[O:40])[CH2:28][NH:27]1. The catalyst is C1(C)C=CC=CC=1. The product is [CH3:25][C:26]1([CH3:41])[CH2:31][N:30]([C:32]2[CH:37]=[C:36]([F:38])[CH:35]=[CH:34][C:33]=2[CH3:39])[C:29](=[O:40])[CH2:28][N:27]1[CH2:11][C@H:9]([NH:10][S:12]([C:15]1[CH:20]=[CH:19][CH:18]=[CH:17][C:16]=1[N+:21]([O-:23])=[O:22])(=[O:14])=[O:13])[C@@H:7]1[CH2:8][C@@H:4]([CH:1]([CH3:3])[CH3:2])[C:5](=[O:24])[O:6]1. The yield is 0.990. (5) The reactants are [C:1](O)(C(F)(F)F)=O.[Cl:8][C:9]1[C:17]([CH3:18])=[N:16][C:15]2[N:11]([N:12]=[C:13]3[CH2:21][N:20]([C:22]([C:24]4[CH:29]=[CH:28][C:27]([F:30])=[CH:26][C:25]=4[O:31][C@@H:32]4[CH2:36][CH2:35][NH:34][CH2:33]4)=[O:23])[CH2:19][C:14]3=2)[C:10]=1[CH3:37].C=O.[BH4-].[Na+]. The catalyst is C1COCC1.CC(=O)OCC. The product is [Cl:8][C:9]1[C:17]([CH3:18])=[N:16][C:15]2[N:11]([N:12]=[C:13]3[CH2:21][N:20]([C:22]([C:24]4[CH:29]=[CH:28][C:27]([F:30])=[CH:26][C:25]=4[O:31][C@@H:32]4[CH2:36][CH2:35][N:34]([CH3:1])[CH2:33]4)=[O:23])[CH2:19][C:14]3=2)[C:10]=1[CH3:37]. The yield is 0.320. (6) The reactants are [Cl:1][C:2]1[CH:7]=[CH:6][C:5]([N+:8]([O-:10])=[O:9])=[CH:4][C:3]=1[CH:11](O)[CH2:12][CH2:13][C:14]([O:16][CH3:17])=[O:15].C1(P(C2C=CC=CC=2)C2C=CC=CC=2)C=CC=CC=1.C1(P([N:52]=[N+:53]=[N-:54])(C2C=CC=CC=2)=O)C=CC=CC=1.N(C(OCC)=O)=NC(OCC)=O. The catalyst is C1COCC1. The product is [N:52]([CH:11]([C:3]1[CH:4]=[C:5]([N+:8]([O-:10])=[O:9])[CH:6]=[CH:7][C:2]=1[Cl:1])[CH2:12][CH2:13][C:14]([O:16][CH3:17])=[O:15])=[N+:53]=[N-:54]. The yield is 0.724.